Dataset: Reaction yield outcomes from USPTO patents with 853,638 reactions. Task: Predict the reaction yield, written as a fraction of the theoretical maximum amount of product (1.0 means a 100% yield; for example, 0.34 means a 34% yield). (1) The product is [CH3:1][C:2]1([CH3:30])[CH2:10][C:9]2[N:8]([C:11]3[CH:18]=[CH:17][C:14]([C:15]([NH2:16])=[O:33])=[C:13]([NH:19][CH:20]4[CH2:21][CH2:22][O:23][CH2:24][CH2:25]4)[CH:12]=3)[N:7]=[C:6]([CH:26]([F:27])[F:28])[C:5]=2[C:4](=[O:29])[CH2:3]1. The yield is 0.930. The catalyst is O. The reactants are [CH3:1][C:2]1([CH3:30])[CH2:10][C:9]2[N:8]([C:11]3[CH:18]=[CH:17][C:14]([C:15]#[N:16])=[C:13]([NH:19][CH:20]4[CH2:25][CH2:24][O:23][CH2:22][CH2:21]4)[CH:12]=3)[N:7]=[C:6]([CH:26]([F:28])[F:27])[C:5]=2[C:4](=[O:29])[CH2:3]1.C([OH:33])C.CS(C)=O.[OH-].[Na+].OO. (2) The reactants are Cl[C:2]1[C:3](=[O:24])[C:4](=[O:23])[C:5]=1[NH:6][C:7]1[CH:12]=[CH:11][CH:10]=[C:9]([C:13]([N:15]2[CH2:20][CH2:19][N:18]([CH3:21])[CH2:17][CH2:16]2)=[O:14])[C:8]=1[OH:22].[Cl:25][C:26]1[CH:32]=[C:31]([F:33])[CH:30]=[CH:29][C:27]=1[NH2:28]. The catalyst is CS(C)=O. The product is [OH:22][C:8]1[C:9]([C:13]([N:15]2[CH2:20][CH2:19][N:18]([CH3:21])[CH2:17][CH2:16]2)=[O:14])=[CH:10][CH:11]=[CH:12][C:7]=1[NH:6][C:5]1[C:4](=[O:23])[C:3](=[O:24])[C:2]=1[NH:28][C:27]1[CH:29]=[CH:30][C:31]([F:33])=[CH:32][C:26]=1[Cl:25]. The yield is 0.200. (3) The reactants are [Li+].CC([N-]C(C)C)C.[CH:9]([N:12]([C:20]1[S:21][CH:22]=[CH:23][N:24]=1)[C:13](=[O:19])[O:14][C:15]([CH3:18])([CH3:17])[CH3:16])([CH3:11])[CH3:10].[CH2:25]([Sn:29](Cl)([CH2:34][CH2:35][CH2:36][CH3:37])[CH2:30][CH2:31][CH2:32][CH3:33])[CH2:26][CH2:27][CH3:28]. The catalyst is C1COCC1. The product is [CH:9]([N:12]([C:20]1[S:21][C:22]([Sn:29]([CH2:30][CH2:31][CH2:32][CH3:33])([CH2:34][CH2:35][CH2:36][CH3:37])[CH2:25][CH2:26][CH2:27][CH3:28])=[CH:23][N:24]=1)[C:13](=[O:19])[O:14][C:15]([CH3:18])([CH3:16])[CH3:17])([CH3:11])[CH3:10]. The yield is 0.400. (4) The reactants are [CH3:1][O:2][C:3](=[O:34])[CH:4]([C:10]1[CH:11]=[C:12]([C:25]2[CH:30]=[CH:29][CH:28]=[C:27]([N+:31]([O-:33])=[O:32])[CH:26]=2)[C:13]([O:18][CH2:19][O:20][CH2:21][CH2:22][O:23][CH3:24])=[C:14]([C:16]#[CH:17])[CH:15]=1)[CH2:5][C:6]([O:8][CH3:9])=[O:7].[C:35]([C:37]1[CH:42]=[CH:41][C:40]([NH:43][S:44]([CH3:47])(=[O:46])=[O:45])=[C:39](I)[CH:38]=1)#[N:36].C(N(CC)CC)C.C(O)(=O)CC(CC(O)=O)(C(O)=O)O. The catalyst is Cl[Pd](Cl)([P](C1C=CC=CC=1)(C1C=CC=CC=1)C1C=CC=CC=1)[P](C1C=CC=CC=1)(C1C=CC=CC=1)C1C=CC=CC=1.[Cu]I.C(#N)C. The product is [CH3:1][O:2][C:3](=[O:34])[CH:4]([C:10]1[CH:11]=[C:12]([C:25]2[CH:30]=[CH:29][CH:28]=[C:27]([N+:31]([O-:33])=[O:32])[CH:26]=2)[C:13]([O:18][CH2:19][O:20][CH2:21][CH2:22][O:23][CH3:24])=[C:14]([C:16]2[N:43]([S:44]([CH3:47])(=[O:46])=[O:45])[C:40]3[C:41]([CH:17]=2)=[CH:42][C:37]([C:35]#[N:36])=[CH:38][CH:39]=3)[CH:15]=1)[CH2:5][C:6]([O:8][CH3:9])=[O:7]. The yield is 0.410. (5) The reactants are [C:1]1([CH:8]=[CH:7][CH:6]=[C:4]([OH:5])[CH:3]=1)[OH:2].[Br-:9].[Br-:10].[Br-].[NH+]1C=CC=CC=1.[NH+]1C=CC=CC=1.[NH+]1C=CC=CC=1. The product is [Br:9][C:6]1[CH:7]=[C:8]([Br:10])[C:1]([OH:2])=[CH:3][C:4]=1[OH:5]. The yield is 0.900. The catalyst is ClCCl.CO. (6) The reactants are [C:1]([NH:8][C@H:9]([C:12]([OH:14])=[O:13])[CH2:10][OH:11])([O:3][C:4]([CH3:7])([CH3:6])[CH3:5])=[O:2].[H-].[Na+].[CH2:17](Br)[C:18]1[CH:23]=[CH:22][CH:21]=[CH:20][CH:19]=1. The catalyst is CN(C=O)C. The product is [C:4]([O:3][C:1]([NH:8][C@H:9]([C:12]([OH:14])=[O:13])[CH2:10][O:11][CH2:17][C:18]1[CH:23]=[CH:22][CH:21]=[CH:20][CH:19]=1)=[O:2])([CH3:7])([CH3:6])[CH3:5]. The yield is 0.800. (7) The reactants are C([O:8][CH2:9][CH2:10][CH2:11][CH2:12][CH2:13][CH2:14][CH2:15][CH2:16][CH2:17][CH2:18][C:19]#[C:20][C:21]1[CH:22]=[C:23]2[C:28](=[CH:29][CH:30]=1)[O:27][C:26]([C:31]1[CH:36]=[CH:35][C:34]([O:37][CH3:38])=[C:33]([O:39][CH3:40])[CH:32]=1)=[C:25]([OH:41])[C:24]2=[O:42])C1C=CC=CC=1. The catalyst is C1COCC1.C(O)(=O)C.[Pd]. The product is [CH3:40][O:39][C:33]1[CH:32]=[C:31]([C:26]2[O:27][C:28]3[C:23]([C:24](=[O:42])[C:25]=2[OH:41])=[CH:22][C:21]([CH2:20][CH2:19][CH2:18][CH2:17][CH2:16][CH2:15][CH2:14][CH2:13][CH2:12][CH2:11][CH2:10][CH2:9][OH:8])=[CH:30][CH:29]=3)[CH:36]=[CH:35][C:34]=1[O:37][CH3:38]. The yield is 0.870. (8) The reactants are [Br:1][C:2]1[CH:10]=[CH:9][CH:8]=[C:7]2[C:3]=1[C:4](O)([C:12]1[C:17]([OH:18])=[CH:16][CH:15]=[C:14]([O:19][CH3:20])[N:13]=1)[C:5](=[O:11])[NH:6]2.C(N(CC)CC)C.S(Cl)(Cl)=O.C(O)(=O)C. The catalyst is ClCCl.O1CCCC1.[Zn]. The product is [Br:1][C:2]1[CH:10]=[CH:9][CH:8]=[C:7]2[C:3]=1[CH:4]([C:12]1[C:17]([OH:18])=[CH:16][CH:15]=[C:14]([O:19][CH3:20])[N:13]=1)[C:5](=[O:11])[NH:6]2. The yield is 0.640. (9) The reactants are [C:1]1([CH2:7][C:8]([C@@H:10]2[CH2:14][CH2:13][CH2:12][O:11]2)=O)[CH:6]=[CH:5][CH:4]=[CH:3][CH:2]=1.[CH2:15]([O:17][C:18]1[CH:19]=[C:20]([CH:23]=[C:24]([N+:27]([O-:29])=[O:28])[C:25]=1[OH:26])[CH:21]=O)[CH3:16].[NH2:30][C:31]([NH2:33])=[O:32]. The catalyst is C(O)C.Cl. The product is [CH2:15]([O:17][C:18]1[CH:19]=[C:20]([CH:21]2[C:7]([C:1]3[CH:6]=[CH:5][CH:4]=[CH:3][CH:2]=3)=[C:8]([C@@H:10]3[CH2:14][CH2:13][CH2:12][O:11]3)[NH:33][C:31](=[O:32])[NH:30]2)[CH:23]=[C:24]([N+:27]([O-:29])=[O:28])[C:25]=1[OH:26])[CH3:16]. The yield is 0.0900.